From a dataset of Reaction yield outcomes from USPTO patents with 853,638 reactions. Predict the reaction yield, written as a fraction of the theoretical maximum amount of product (1.0 means a 100% yield; for example, 0.34 means a 34% yield). (1) The reactants are [Cu][C:2]#[N:3].Br[C:5]1[CH:10]=[CH:9][C:8]([Cl:11])=[C:7]([O:12][CH3:13])[C:6]=1[F:14]. The catalyst is CN(C)C=O. The product is [Cl:11][C:8]1[CH:9]=[CH:10][C:5]([C:2]#[N:3])=[C:6]([F:14])[C:7]=1[O:12][CH3:13]. The yield is 0.650. (2) The reactants are [Br:1][C:2]1[CH:3]=[C:4]([N+:12]([O-:14])=[O:13])[C:5]([CH3:11])=[C:6]([CH:10]=1)[C:7]([OH:9])=[O:8].[C:15](=O)([O-])[O-].[Na+].[Na+].CI. The catalyst is CN(C=O)C. The product is [Br:1][C:2]1[CH:3]=[C:4]([N+:12]([O-:14])=[O:13])[C:5]([CH3:11])=[C:6]([CH:10]=1)[C:7]([O:9][CH3:15])=[O:8]. The yield is 0.990. (3) The reactants are N1([C:6]([N:8]2[CH:12]=[CH:11][N:10]=[CH:9]2)=[O:7])C=CN=C1.[O:13]1[CH2:17][CH2:16][CH2:15][CH:14]1[CH2:18][CH2:19]C(O)=O. The catalyst is ClCCl. The product is [N:8]1([C:6](=[O:7])[CH2:19][CH2:18][CH:14]2[CH2:15][CH2:16][CH2:17][O:13]2)[CH:12]=[CH:11][N:10]=[CH:9]1. The yield is 1.00. (4) The reactants are [CH3:1][O:2][C:3]1[CH:11]=[C:10]2[C:6]([CH:7]([C:13](Cl)([Cl:15])[Cl:14])[O:8][C:9]2=[O:12])=[CH:5][CH:4]=1. The catalyst is [Zn].C(O)(=O)C. The product is [Cl:14][C:13]([Cl:15])=[CH:7][C:6]1[CH:5]=[CH:4][C:3]([O:2][CH3:1])=[CH:11][C:10]=1[C:9]([OH:12])=[O:8]. The yield is 0.640. (5) The reactants are [Br:1][C:2]1[CH:23]=[CH:22][C:5]([C:6]([NH:8][C:9]2[CH:14]=[CH:13][CH:12]=[CH:11][C:10]=2[NH:15][C:16]2[CH:21]=[CH:20][CH:19]=[CH:18][CH:17]=2)=O)=[CH:4][CH:3]=1.P(Cl)(Cl)(Cl)=O. The catalyst is O1CCOCC1. The product is [Br:1][C:2]1[CH:23]=[CH:22][C:5]([C:6]2[N:15]([C:16]3[CH:21]=[CH:20][CH:19]=[CH:18][CH:17]=3)[C:10]3[CH:11]=[CH:12][CH:13]=[CH:14][C:9]=3[N:8]=2)=[CH:4][CH:3]=1. The yield is 0.900. (6) The reactants are Cl[CH2:2][C:3]1[N:8]=[CH:7][C:6]([S:9]([NH:12][C:13]2[C:22]([NH:23][C:24]3[CH:29]=[C:28]([O:30][CH3:31])[CH:27]=[C:26]([O:32][CH3:33])[CH:25]=3)=[N:21][C:20]3[C:15](=[CH:16][CH:17]=[CH:18][CH:19]=3)[N:14]=2)(=[O:11])=[O:10])=[CH:5][CH:4]=1.C(N(C(C)C)C(C)C)C.[CH3:43][N:44]1[CH2:49][CH2:48][NH:47][CH2:46][CH2:45]1. The catalyst is C(#N)C.C(Cl)Cl. The product is [CH3:33][O:32][C:26]1[CH:25]=[C:24]([NH:23][C:22]2[C:13]([NH:12][S:9]([C:6]3[CH:7]=[N:8][C:3]([CH2:2][N:47]4[CH2:48][CH2:49][N:44]([CH3:43])[CH2:45][CH2:46]4)=[CH:4][CH:5]=3)(=[O:10])=[O:11])=[N:14][C:15]3[C:20]([N:21]=2)=[CH:19][CH:18]=[CH:17][CH:16]=3)[CH:29]=[C:28]([O:30][CH3:31])[CH:27]=1. The yield is 0.0900. (7) The reactants are [Cl:1][CH2:2][CH2:3][O:4][C:5]1[CH:12]=[CH:11][C:8]([CH2:9]O)=[CH:7][CH:6]=1.S(Br)([Br:15])=O. The catalyst is O1CCOCC1.CCOCC. The product is [Cl:1][CH2:2][CH2:3][O:4][C:5]1[CH:12]=[CH:11][C:8]([CH2:9][Br:15])=[CH:7][CH:6]=1. The yield is 0.580.